From a dataset of Forward reaction prediction with 1.9M reactions from USPTO patents (1976-2016). Predict the product of the given reaction. (1) The product is: [Si:5]([O:4][CH2:3][CH2:2][NH:21][CH2:20][C:17]1[CH:18]=[CH:19][C:14]([O:13][CH3:12])=[CH:15][CH:16]=1)([C:8]([CH3:11])([CH3:10])[CH3:9])([CH3:7])[CH3:6]. Given the reactants Br[CH2:2][CH2:3][O:4][Si:5]([C:8]([CH3:11])([CH3:10])[CH3:9])([CH3:7])[CH3:6].[CH3:12][O:13][C:14]1[CH:19]=[CH:18][C:17]([CH2:20][NH2:21])=[CH:16][CH:15]=1.C([O-])([O-])=O.[K+].[K+], predict the reaction product. (2) Given the reactants [F:1][C:2]1[CH:9]=[C:8]([N:10]2[C:22](=[O:23])[C:14]3[CH:15]=[C:16]4[N:21]([C:13]=3[CH:12]=[N:11]2)[CH2:20][CH2:19][CH2:18][CH2:17]4)[C:5]([CH:6]=[O:7])=[C:4]([C:24]2[CH:29]=[C:28]([NH:30][C:31]3[CH:36]=[CH:35][C:34]([N:37]4[CH2:42][CH2:41][N:40]([CH:43]5[CH2:46][O:45][CH2:44]5)[CH2:39][CH:38]4[CH3:47])=[CH:33][N:32]=3)[C:27](=[O:48])[N:26]([CH3:49])[CH:25]=2)[CH:3]=1.[BH4-].[Na+], predict the reaction product. The product is: [F:1][C:2]1[CH:3]=[C:4]([C:24]2[CH:29]=[C:28]([NH:30][C:31]3[CH:36]=[CH:35][C:34]([N:37]4[CH2:42][CH2:41][N:40]([CH:43]5[CH2:44][O:45][CH2:46]5)[CH2:39][C@@H:38]4[CH3:47])=[CH:33][N:32]=3)[C:27](=[O:48])[N:26]([CH3:49])[CH:25]=2)[C:5]([CH2:6][OH:7])=[C:8]([N:10]2[C:22](=[O:23])[C:14]3[CH:15]=[C:16]4[N:21]([C:13]=3[CH:12]=[N:11]2)[CH2:20][CH2:19][CH2:18][CH2:17]4)[CH:9]=1. (3) Given the reactants Br[C:2]1[C:10]2[C:9]([NH:11][C@H:12]([C:14]3[N:19]([C:20]4[CH:25]=[CH:24][CH:23]=[CH:22][CH:21]=4)[C:18](=[O:26])[C:17]4=[C:27]([CH3:30])[CH:28]=[CH:29][N:16]4[N:15]=3)[CH3:13])=[N:8][CH:7]=[N:6][C:5]=2[N:4]([CH2:31][O:32][CH2:33][CH2:34][Si:35]([CH3:38])([CH3:37])[CH3:36])[CH:3]=1.CC1(C)C(C)(C)OB([C:47]2[CH:48]=[C:49]3[CH:55]=[CH:54][NH:53][C:50]3=[N:51][CH:52]=2)O1.C(=O)([O-])[O-].[Na+].[Na+], predict the reaction product. The product is: [NH:53]1[C:50]2=[N:51][CH:52]=[C:47]([C:2]3[C:10]4[C:9]([NH:11][C@H:12]([C:14]5[N:19]([C:20]6[CH:25]=[CH:24][CH:23]=[CH:22][CH:21]=6)[C:18](=[O:26])[C:17]6=[C:27]([CH3:30])[CH:28]=[CH:29][N:16]6[N:15]=5)[CH3:13])=[N:8][CH:7]=[N:6][C:5]=4[N:4]([CH2:31][O:32][CH2:33][CH2:34][Si:35]([CH3:38])([CH3:37])[CH3:36])[CH:3]=3)[CH:48]=[C:49]2[CH:55]=[CH:54]1. (4) Given the reactants [CH2:1]([N:3]1[C:7]([CH3:9])([CH3:8])[C:6](=[O:10])[N:5](CC2C=CC(OC)=CC=2)[C:4]1=[O:20])[CH3:2].Cl, predict the reaction product. The product is: [CH2:1]([N:3]1[C:7]([CH3:8])([CH3:9])[C:6](=[O:10])[NH:5][C:4]1=[O:20])[CH3:2].